This data is from Peptide-MHC class I binding affinity with 185,985 pairs from IEDB/IMGT. The task is: Regression. Given a peptide amino acid sequence and an MHC pseudo amino acid sequence, predict their binding affinity value. This is MHC class I binding data. (1) The peptide sequence is EGIEGRIAY. The MHC is HLA-B58:01 with pseudo-sequence HLA-B58:01. The binding affinity (normalized) is 0.0847. (2) The peptide sequence is TISSESLVY. The MHC is HLA-A02:01 with pseudo-sequence HLA-A02:01. The binding affinity (normalized) is 0.